Dataset: Catalyst prediction with 721,799 reactions and 888 catalyst types from USPTO. Task: Predict which catalyst facilitates the given reaction. (1) Reactant: [NH2:1][C:2]1[N:7]=[C:6]([N:8]2[C@H:13]([CH3:14])[CH2:12][CH2:11][C@H:10]([C:15]([NH:17][CH2:18][C:19]3[CH:24]=[CH:23][C:22]([O:25][CH3:26])=[CH:21][CH:20]=3)=[O:16])[CH2:9]2)[CH:5]=[C:4]([C:27]2[CH:32]=[CH:31][C:30]([C:33]#[N:34])=[C:29](F)[CH:28]=2)[N:3]=1.CCO.CCN(C(C)C)C(C)C.[NH2:48][NH2:49]. Product: [NH2:1][C:2]1[N:7]=[C:6]([N:8]2[C@H:13]([CH3:14])[CH2:12][CH2:11][C@H:10]([C:15]([NH:17][CH2:18][C:19]3[CH:24]=[CH:23][C:22]([O:25][CH3:26])=[CH:21][CH:20]=3)=[O:16])[CH2:9]2)[CH:5]=[C:4]([C:27]2[CH:28]=[C:29]3[C:30]([C:33]([NH2:34])=[N:48][NH:49]3)=[CH:31][CH:32]=2)[N:3]=1. The catalyst class is: 72. (2) Reactant: FC(F)(F)C([O-])=O.[F:8][C:9]1[CH:14]=[CH:13][C:12]([C:15]2[C:20]([CH2:21][P+](CCCC)(CCCC)CCCC)=[C:19]([CH:35]([CH3:37])[CH3:36])[N:18]=[C:17]([N:38]([CH3:43])[S:39]([CH3:42])(=[O:41])=[O:40])[N:16]=2)=[CH:11][CH:10]=1.C[Si](C)(C)N[Si](C)(C)C.[Na].[Si:54]([O:61][C@H:62]1[CH2:67][C:66](=[O:68])[O:65][C@H:64]([CH:69]=O)[CH2:63]1)([C:57]([CH3:60])([CH3:59])[CH3:58])([CH3:56])[CH3:55].[Cl-].[NH4+]. Product: [Si:54]([O:61][C@H:62]1[CH2:67][C:66](=[O:68])[O:65][C@H:64](/[CH:69]=[CH:21]/[C:20]2[C:15]([C:12]3[CH:13]=[CH:14][C:9]([F:8])=[CH:10][CH:11]=3)=[N:16][C:17]([N:38]([CH3:43])[S:39]([CH3:42])(=[O:41])=[O:40])=[N:18][C:19]=2[CH:35]([CH3:36])[CH3:37])[CH2:63]1)([C:57]([CH3:60])([CH3:59])[CH3:58])([CH3:56])[CH3:55]. The catalyst class is: 93. (3) Reactant: C1(S)C=CC=CC=1.C(N(CC)CC)C.[N:15]([CH2:18][C:19]1[CH:26]=[CH:25][C:22]([C:23]#[N:24])=[C:21]([F:27])[CH:20]=1)=[N+]=[N-]. Product: [NH2:15][CH2:18][C:19]1[CH:26]=[CH:25][C:22]([C:23]#[N:24])=[C:21]([F:27])[CH:20]=1. The catalyst class is: 10. (4) Reactant: C[O:2][C:3]([C:5]1[CH:10]=[CH:9][NH:8][C:7](=[O:11])[CH:6]=1)=[O:4].[OH-:12].C([N+](CC[CH2:28][CH3:29])(CCCC)CCCC)CCC.[OH-:30].[NH4+].[C:32]1([CH3:38])[CH:37]=[CH:36][CH:35]=[CH:34][CH:33]=1. Product: [CH2:28]([O:12][C:38]([C:32]1[CH:37]=[CH:36][C:35]([N:8]2[CH:9]=[CH:10][C:5]([C:3]([OH:2])=[O:4])=[CH:6][C:7]2=[O:11])=[CH:34][CH:33]=1)=[O:30])[CH3:29]. The catalyst class is: 6. (5) Reactant: [Cl:1][C:2]1[CH:7]=[CH:6][C:5]([S:8]([CH:11]([C:28]2[CH:33]=[C:32]([F:34])[CH:31]=[CH:30][C:29]=2[F:35])[CH2:12][CH2:13][CH2:14][CH2:15][N:16]([S:24]([CH3:27])(=[O:26])=[O:25])C(=O)OC(C)(C)C)(=[O:10])=[O:9])=[CH:4][CH:3]=1.FC(F)(F)C(O)=O.CCCCCC.C(OCC)(=O)C.CCCCCC. Product: [Cl:1][C:2]1[CH:7]=[CH:6][C:5]([S:8]([CH:11]([C:28]2[CH:33]=[C:32]([F:34])[CH:31]=[CH:30][C:29]=2[F:35])[CH2:12][CH2:13][CH2:14][CH2:15][NH:16][S:24]([CH3:27])(=[O:26])=[O:25])(=[O:10])=[O:9])=[CH:4][CH:3]=1. The catalyst class is: 4. (6) Reactant: [NH2:1][CH2:2][CH2:3][C:4]1[C:12]2[C:7](=[CH:8][CH:9]=[CH:10][CH:11]=2)[NH:6][CH:5]=1.[C:13]1(=O)[O:18][C:16](=[O:17])[C:15]2=[CH:19][CH:20]=[CH:21][CH:22]=[C:14]12.O. Product: [NH:6]1[C:7]2[C:12](=[CH:11][CH:10]=[CH:9][CH:8]=2)[C:4]([CH2:3][CH2:2][N:1]2[C:16](=[O:17])[C:15]3[C:14](=[CH:22][CH:21]=[CH:20][CH:19]=3)[C:13]2=[O:18])=[CH:5]1. The catalyst class is: 11.